From a dataset of Forward reaction prediction with 1.9M reactions from USPTO patents (1976-2016). Predict the product of the given reaction. Given the reactants [BH4-].[Na+].[Br:3][CH2:4][CH2:5][C:6]([C:8]1[CH:13]=[CH:12][C:11]([Br:14])=[CH:10][CH:9]=1)=[O:7].Cl, predict the reaction product. The product is: [Br:3][CH2:4][CH2:5][CH:6]([C:8]1[CH:9]=[CH:10][C:11]([Br:14])=[CH:12][CH:13]=1)[OH:7].